Dataset: Full USPTO retrosynthesis dataset with 1.9M reactions from patents (1976-2016). Task: Predict the reactants needed to synthesize the given product. (1) Given the product [CH3:65][O:66][C:67](=[O:88])[C:68]1[C:73]([O:74][CH2:75][C:76]2[CH:77]=[CH:78][CH:79]=[CH:80][CH:81]=2)=[CH:72][CH:71]=[CH:70][C:69]=1[O:82][CH2:83][CH2:84][CH2:85][CH2:86][NH:87][C:6](=[O:7])/[C:5](/[NH:4][C:1](=[O:3])[CH3:2])=[CH:9]\[C:10]1[CH:15]=[CH:14][C:13]([N:16]2[CH2:20][C:19](=[O:21])[NH:18][S:17]2(=[O:23])=[O:22])=[C:12]([O:24][CH2:25][C:26]2[CH:27]=[CH:28][CH:29]=[CH:30][CH:31]=2)[CH:11]=1, predict the reactants needed to synthesize it. The reactants are: [C:1]([NH:4]/[C:5](=[CH:9]/[C:10]1[CH:15]=[CH:14][C:13]([N:16]2[CH2:20][C:19](=[O:21])[NH:18][S:17]2(=[O:23])=[O:22])=[C:12]([O:24][CH2:25][C:26]2[CH:31]=[CH:30][CH:29]=[CH:28][CH:27]=2)[CH:11]=1)/[C:6](O)=[O:7])(=[O:3])[CH3:2].C(N(C(C)C)CC)(C)C.CN(C(ON1N=NC2C=CC=NC1=2)=[N+](C)C)C.F[P-](F)(F)(F)(F)F.[CH3:65][O:66][C:67](=[O:88])[C:68]1[C:73]([O:74][CH2:75][C:76]2[CH:81]=[CH:80][CH:79]=[CH:78][CH:77]=2)=[CH:72][CH:71]=[CH:70][C:69]=1[O:82][CH2:83][CH2:84][CH2:85][CH2:86][NH2:87]. (2) Given the product [CH2:24]([C:14]1[N:13]([CH2:12][C:9]2[CH:8]=[CH:7][C:6](/[CH:5]=[CH:4]/[C:3]([OH:26])=[O:2])=[CH:11][CH:10]=2)[C:17]2=[N:18][C:19]([CH3:23])=[CH:20][C:21]([CH3:22])=[C:16]2[N:15]=1)[CH3:25], predict the reactants needed to synthesize it. The reactants are: C[O:2][C:3](=[O:26])/[CH:4]=[CH:5]/[C:6]1[CH:11]=[CH:10][C:9]([CH2:12][N:13]2[C:17]3=[N:18][C:19]([CH3:23])=[CH:20][C:21]([CH3:22])=[C:16]3[N:15]=[C:14]2[CH2:24][CH3:25])=[CH:8][CH:7]=1.[OH-].[K+]. (3) Given the product [CH3:1][C:2]1[CH:3]=[C:4]([C:10]([NH:18][CH:14]([CH2:15][CH2:16][CH3:17])[CH3:13])=[O:12])[C:5](=[O:9])[NH:6][C:7]=1[CH3:8], predict the reactants needed to synthesize it. The reactants are: [CH3:1][C:2]1[CH:3]=[C:4]([C:10]([OH:12])=O)[C:5](=[O:9])[NH:6][C:7]=1[CH3:8].[CH3:13][CH:14]([NH2:18])[CH2:15][CH2:16][CH3:17].Cl. (4) Given the product [C:1]([C:3]1[CH:39]=[CH:38][C:6]([CH2:7][O:8][NH:9][C:10](=[O:11])[C:12]2[CH:17]=[CH:16][CH:15]=[CH:14][C:13]=2[NH:18][CH2:19][C:20]2[CH:25]=[CH:24][N:23]=[C:22]([NH:26][C:27]([NH:28][CH2:29][CH2:30][OH:31])=[O:37])[CH:21]=2)=[CH:5][CH:4]=1)#[N:2], predict the reactants needed to synthesize it. The reactants are: [C:1]([C:3]1[CH:39]=[CH:38][C:6]([CH2:7][O:8][NH:9][C:10]([C:12]2[CH:17]=[CH:16][CH:15]=[CH:14][C:13]=2[NH:18][CH2:19][C:20]2[CH:25]=[CH:24][N:23]=[C:22]([NH:26][C:27](=[O:37])[NH:28][CH2:29][CH2:30][O:31]C(=O)C(C)=C)[CH:21]=2)=[O:11])=[CH:5][CH:4]=1)#[N:2].[OH-].[Na+].Cl.O.